Task: Predict the reactants needed to synthesize the given product.. Dataset: Full USPTO retrosynthesis dataset with 1.9M reactions from patents (1976-2016) Given the product [NH2:40][C:39]([C:18]1[CH:19]=[C:20]([F:38])[C:21]([NH:23][C@H:24]2[CH2:29][CH2:28][CH2:27][CH2:26][C@H:25]2[NH:30][C:31](=[O:37])[O:32][C:33]([CH3:36])([CH3:34])[CH3:35])=[N:22][C:17]=1[NH:16][C:12]1[CH:13]=[N:14][CH:15]=[C:10]([CH3:9])[CH:11]=1)=[O:1], predict the reactants needed to synthesize it. The reactants are: [OH-:1].[Na+].OO.CS(C)=O.[CH3:9][C:10]1[CH:11]=[C:12]([NH:16][C:17]2[N:22]=[C:21]([NH:23][C@H:24]3[CH2:29][CH2:28][CH2:27][CH2:26][C@H:25]3[NH:30][C:31](=[O:37])[O:32][C:33]([CH3:36])([CH3:35])[CH3:34])[C:20]([F:38])=[CH:19][C:18]=2[C:39]#[N:40])[CH:13]=[N:14][CH:15]=1.